The task is: Token-level Classification. Given an antigen amino acid sequence, predict which amino acid positions are active epitope sites capable of antibody binding. Output is a list of indices for active positions.. This data is from B-cell epitopes from IEDB database with 3,159 antigens for binding position prediction. (1) Given the antigen sequence: MKTIIALSYIFCLALGQDLPGNDNNTATLCLGHHAVPNGTLVKTITDDQIEVTNATELVQSSSTGKICNNPHRILDGIDCTLIDALLGDPHCDVFQNETWDLFVERSKAFSNCYPYDVPDYASLRSLVASSGTLEFITEGFTWTGVTQNGGSNACKRGPGSGFFSRLNWLTKSGSTYPVLNVTMPNNDNFDKLYIWGVHHPSTNQEQTSLYVQASGGVTVSTRRSQQTIIPNIGSRPWVRGLSSRISIYWTIVKPGDVLVINSNGNLIAPRGYFKMRTGKSSIMRSDAPIDTCISECITPNGSIPNDKPFQNVNKITYGACPKYVKQNTLKLATGMRNVPEKQTRGLFGAIAGFIENGWEGMIDGWYGFRHQNSEGTGQAADLKSTQAAIDQINGKLNRVIEKTNEKFHQIEKEFSEVEGRIQDLEKYVEDTKIDLWSYNAELLVALENQHTIDLTDSEMNKLFEKTRRQLRENAEDMGNGCFKIYHKCDNACIESIRNG..., which amino acid positions are active epitope sites? The epitope positions are: [155, 156, 157, 158, 159, 160, 161]. The amino acids at these positions are: KRGPGSG. (2) The epitope positions are: [110, 111, 112, 113, 114, 115, 116, 117, 118, 119, 120, 121, 122, 123, 124]. The amino acids at these positions are: AKQYNICCKFKELLD. Given the antigen sequence: MATTEYRLSLMEQFIRAFIEIDKDNNELIDKQELTKYCQQNQMDMKQIDPWIARFDTDKDGKVSLEEFCRGFGLKVWEVRREKEELKKDKEGKVSTLPLDIQIIAATMSKAKQYNICCKFKELLDKTSRTGDEVRAVANDLKAFLDSEYGRVWQVIILTGSYWMNFSHEPFLSMQFKYSNYVCLLWRTPSS, which amino acid positions are active epitope sites? (3) Given the antigen sequence: MAGGKAGKDSGKAKTKAVSRSQRAGLQFPVGRIHRHLKSRTTSHGRVGATAAVYSAAILEYLTAEVLELAGNASKDLKVKRITPRHLQLAIRGDEELDSLIKATIAGGGVIPHIHKSLIGKKGQQKTV, which amino acid positions are active epitope sites? The epitope positions are: [10, 11, 12, 13, 14, 15, 16, 17, 18, 19, 20, 21, 22, 23, 24, 25, 26, 27, 28, 29]. The amino acids at these positions are: GKAKTKAVSRSQRAGLQFPV.